This data is from Peptide-MHC class I binding affinity with 185,985 pairs from IEDB/IMGT. The task is: Regression. Given a peptide amino acid sequence and an MHC pseudo amino acid sequence, predict their binding affinity value. This is MHC class I binding data. (1) The peptide sequence is WLSGYSIAT. The MHC is HLA-A02:01 with pseudo-sequence HLA-A02:01. The binding affinity (normalized) is 0.472. (2) The peptide sequence is RARLPRPDTR. The MHC is HLA-A68:01 with pseudo-sequence HLA-A68:01. The binding affinity (normalized) is 0.314. (3) The peptide sequence is WDAYIPHYV. The MHC is HLA-B39:01 with pseudo-sequence HLA-B39:01. The binding affinity (normalized) is 0.0847.